From a dataset of Full USPTO retrosynthesis dataset with 1.9M reactions from patents (1976-2016). Predict the reactants needed to synthesize the given product. (1) Given the product [C:10]([CH:9]([C:4]1[CH:5]=[CH:6][CH:7]=[CH:8][C:3]=1[C:2]([F:12])([F:13])[F:1])[CH2:34][CH2:33][C:32]([O:36][CH3:37])=[O:35])#[N:11], predict the reactants needed to synthesize it. The reactants are: [F:1][C:2]([F:13])([F:12])[C:3]1[CH:8]=[CH:7][CH:6]=[CH:5][C:4]=1[CH2:9][C:10]#[N:11].C1OCCOCCOCCOCCOCCOC1.[C:32]([O:36][CH3:37])(=[O:35])[CH:33]=[CH2:34]. (2) Given the product [CH2:5]([C:6]1[S:14][C:13]([NH2:15])=[N:12][N:11]=1)/[CH:4]=[CH:3]/[CH2:2][C:1]1[S:14][C:13]([NH2:15])=[N:12][N:11]=1, predict the reactants needed to synthesize it. The reactants are: [C:1](O)(=O)[CH2:2]/[CH:3]=[CH:4]/[CH2:5][C:6](O)=O.[NH2:11][NH:12][C:13]([NH2:15])=[S:14]. (3) Given the product [F:33][C:2]([F:1])([F:32])[C:3]([C:12]1[CH:28]=[CH:27][C:15]([O:16][C:17]2[CH:18]=[CH:19][C:20]([CH2:24][CH2:25][OH:26])=[N:21][CH:22]=2)=[C:14]([CH2:29][CH2:30][CH3:31])[CH:13]=1)([O:8][CH2:9][O:10][CH3:11])[C:4]([F:7])([F:6])[F:5], predict the reactants needed to synthesize it. The reactants are: [F:1][C:2]([F:33])([F:32])[C:3]([C:12]1[CH:28]=[CH:27][C:15]([O:16][C:17]2[CH:18]=[CH:19][C:20]([CH2:24][CH2:25][OH:26])=[N+:21]([O-])[CH:22]=2)=[C:14]([CH2:29][CH2:30][CH3:31])[CH:13]=1)([O:8][CH2:9][O:10][CH3:11])[C:4]([F:7])([F:6])[F:5]. (4) Given the product [CH3:16][O:15][C:8]1[C:7]([C:1]2[CH:2]=[CH:3][CH:4]=[CH:5][CH:6]=2)=[C:12]([O:13][CH3:14])[CH:11]=[CH:10][C:9]=1[CH:21]=[O:22], predict the reactants needed to synthesize it. The reactants are: [C:1]1([C:7]2[C:12]([O:13][CH3:14])=[CH:11][CH:10]=[CH:9][C:8]=2[O:15][CH3:16])[CH:6]=[CH:5][CH:4]=[CH:3][CH:2]=1.ClC1C(OC)=C(C=CC=1OC)[CH:21]=[O:22]. (5) Given the product [CH2:28]([O:25][C:24]([C:23]1[C:15]([NH:14][C:8]2[CH:9]=[CH:10][C:11]([I:13])=[CH:12][C:7]=2[F:6])=[CH:16][C:17](=[O:27])[N:18]2[C:22]=1[CH2:21][CH2:20][CH2:19]2)=[O:26])[CH3:29], predict the reactants needed to synthesize it. The reactants are: OS(O)(=O)=O.[F:6][C:7]1[CH:12]=[C:11]([I:13])[CH:10]=[CH:9][C:8]=1[NH:14][C:15]1[C:23]([C:24]([OH:26])=[O:25])=[C:22]2[N:18]([CH2:19][CH2:20][CH2:21]2)[C:17](=[O:27])[CH:16]=1.[CH3:28][CH2:29]O. (6) Given the product [CH2:1]([O:8][C:9]1[C:10]2[C:11](=[CH:27][N:28]([CH2:30][C:31]3[CH:32]=[CH:33][C:34]([O:37][CH3:38])=[CH:35][CH:36]=3)[N:29]=2)[N:12]=[C:13]([N:15]([C:16]2[CH:21]=[CH:20][C:19]([C:22]([F:25])([F:24])[F:23])=[CH:18][C:17]=2[Cl:26])[CH2:47][CH3:48])[N:14]=1)[C:2]1[CH:7]=[CH:6][CH:5]=[CH:4][CH:3]=1, predict the reactants needed to synthesize it. The reactants are: [CH2:1]([O:8][C:9]1[C:10]2[C:11](=[CH:27][N:28]([CH2:30][C:31]3[CH:36]=[CH:35][C:34]([O:37][CH3:38])=[CH:33][CH:32]=3)[N:29]=2)[N:12]=[C:13]([NH:15][C:16]2[CH:21]=[CH:20][C:19]([C:22]([F:25])([F:24])[F:23])=[CH:18][C:17]=2[Cl:26])[N:14]=1)[C:2]1[CH:7]=[CH:6][CH:5]=[CH:4][CH:3]=1.CN(C)C=O.O.[Na].I[CH2:47][CH3:48]. (7) The reactants are: [CH2:1]([C:8]1[N:12]([CH:13]([CH:23]2[CH2:28][CH2:27][CH2:26][CH2:25][CH2:24]2)[C:14]([NH:16][CH:17]2[CH2:22]C[CH2:20][CH2:19][CH2:18]2)=[O:15])[C:11]2[CH:29]=[C:30]([Cl:34])[C:31]([F:33])=[CH:32][C:10]=2[N:9]=1)[C:2]1[CH:7]=[CH:6][CH:5]=[CH:4][CH:3]=1.C1([CH:41]=[O:42])CCCCC1.C1C(C=O)=CC2[O:51][CH2:52][O:53]C=2C=1.[Cl:54]C1C=C(CC(O)=O)C=CC=1.COC(C(O)=O)C1C=CC=CC=1.C1([N+]#[C-])CCCCC1.C1([N+]#[C-])CCCC1. Given the product [Cl:54][C:28]1[C:23]([CH:13]([N:12]2[C:11]3[CH:29]=[C:30]([Cl:34])[C:31]([F:33])=[CH:32][C:10]=3[N:9]=[C:8]2[CH:1]([O:42][CH3:41])[C:2]2[CH:3]=[CH:4][CH:5]=[CH:6][CH:7]=2)[C:14]([NH:16][CH:17]2[CH2:18][CH2:19][CH2:20][CH2:22]2)=[O:15])=[CH:24][C:25]2[O:53][CH2:52][O:51][C:26]=2[CH:27]=1, predict the reactants needed to synthesize it.